Predict the product of the given reaction. From a dataset of Forward reaction prediction with 1.9M reactions from USPTO patents (1976-2016). (1) The product is: [C:21]([O:24][C:25]([NH:27][C@H:28]([C:35]([NH:1][C@@H:2]([CH2:3][CH2:4][C:5]([O:7][CH3:8])=[O:6])[C:9]([NH:11][CH2:12][C:13]1[CH:14]=[CH:15][C:16]([I:19])=[CH:17][CH:18]=1)=[O:10])=[O:36])[CH2:29][CH2:30][C:31]([O:33][CH3:34])=[O:32])=[O:26])([CH3:22])([CH3:20])[CH3:23]. Given the reactants [NH2:1][C@H:2]([C:9]([NH:11][CH2:12][C:13]1[CH:18]=[CH:17][C:16]([I:19])=[CH:15][CH:14]=1)=[O:10])[CH2:3][CH2:4][C:5]([O:7][CH3:8])=[O:6].[CH3:20][C:21]([O:24][C:25]([NH:27][C@H:28]([C:35](O)=[O:36])[CH2:29][CH2:30][C:31]([O:33][CH3:34])=[O:32])=[O:26])([CH3:23])[CH3:22].CCN=C=NCCCN(C)C.C1C=CC2N(O)N=NC=2C=1.CCN(C(C)C)C(C)C, predict the reaction product. (2) Given the reactants [Cl:1][C:2]1[C:10]([O:11][CH:12]([CH3:14])[CH3:13])=[CH:9][C:8]([Cl:15])=[CH:7][C:3]=1[C:4]([OH:6])=O.Cl.[NH2:17][CH2:18][C:19]1[C:20](=[O:27])[NH:21][C:22]([CH3:26])=[CH:23][C:24]=1[CH3:25].C1C=NC2N(O)N=NC=2C=1.CN1CCOCC1.C(Cl)CCl, predict the reaction product. The product is: [Cl:1][C:2]1[C:10]([O:11][CH:12]([CH3:14])[CH3:13])=[CH:9][C:8]([Cl:15])=[CH:7][C:3]=1[C:4]([NH:17][CH2:18][C:19]1[C:20](=[O:27])[NH:21][C:22]([CH3:26])=[CH:23][C:24]=1[CH3:25])=[O:6].